From a dataset of Reaction yield outcomes from USPTO patents with 853,638 reactions. Predict the reaction yield, written as a fraction of the theoretical maximum amount of product (1.0 means a 100% yield; for example, 0.34 means a 34% yield). (1) The reactants are [OH:1][C:2]1[CH:7]=[CH:6][C:5]([O:8][CH2:9][CH2:10][O:11][CH3:12])=[CH:4][C:3]=1[C:13](=O)[CH3:14].C(=O)([O-])[O-].[K+].[K+].Br[CH2:23][C:24](=[O:28])[CH:25]([CH3:27])[CH3:26]. The catalyst is CN(C)C=O. The product is [CH3:12][O:11][CH2:10][CH2:9][O:8][C:5]1[CH:6]=[CH:7][C:2]2[O:1][C:23]([C:24](=[O:28])[CH:25]([CH3:27])[CH3:26])=[C:13]([CH3:14])[C:3]=2[CH:4]=1. The yield is 0.980. (2) The reactants are [N-:1]=[N+:2]=[N-:3].[Na+].Cl.C(N(CC)CC)C.[Cl:13][C:14]1[S:38][C:17]2[NH:18][C:19]([C:21]([NH:23][CH:24]3[CH2:33][C:32]4[C:27](=[CH:28][CH:29]=[CH:30][CH:31]=4)[N:26]([CH2:34][C:35]#[N:36])[C:25]3=[O:37])=[O:22])=[CH:20][C:16]=2[CH:15]=1. The catalyst is CN1CCCC1=O.CCOC(C)=O. The product is [Cl:13][C:14]1[S:38][C:17]2[NH:18][C:19]([C:21]([NH:23][CH:24]3[CH2:33][C:32]4[C:27](=[CH:28][CH:29]=[CH:30][CH:31]=4)[N:26]([CH2:34][C:35]4[NH:36][N:3]=[N:2][N:1]=4)[C:25]3=[O:37])=[O:22])=[CH:20][C:16]=2[CH:15]=1. The yield is 0.740. (3) The reactants are [CH:1]1([CH:6]([CH3:12])[CH2:7][CH2:8][CH2:9][CH:10]=[O:11])[CH2:5][CH2:4][CH2:3][CH2:2]1.[BH4-].[Na+].Cl. The catalyst is C(O)C.CC(OC)(C)C. The product is [CH:1]1([CH:6]([CH3:12])[CH2:7][CH2:8][CH2:9][CH2:10][OH:11])[CH2:5][CH2:4][CH2:3][CH2:2]1. The yield is 0.800. (4) The product is [CH:31]([N:27]1[C:26]([C:20]2[S:21][C:22]3[CH2:23][CH2:24][O:25][C:16]4[CH:15]=[C:14]([CH:11]5[CH2:12][CH2:13][NH:8][CH2:9][CH2:10]5)[CH:35]=[CH:34][C:17]=4[C:18]=3[N:19]=2)=[N:30][CH:29]=[N:28]1)([CH3:33])[CH3:32]. The catalyst is CO. The reactants are C(OC([N:8]1[CH2:13][CH2:12][CH:11]([C:14]2[CH:35]=[CH:34][C:17]3[C:18]4[N:19]=[C:20]([C:26]5[N:27]([CH:31]([CH3:33])[CH3:32])[N:28]=[CH:29][N:30]=5)[S:21][C:22]=4[CH2:23][CH2:24][O:25][C:16]=3[CH:15]=2)[CH2:10][CH2:9]1)=O)(C)(C)C.Cl.CCOCC. The yield is 0.280. (5) The reactants are [OH-].[Na+:2].[CH2:3]([C:5]1[CH:34]=[C:33]([C:35]2[CH:40]=[CH:39][C:38]([F:41])=[CH:37][CH:36]=2)[C:32]([OH:42])=[CH:31][C:6]=1[O:7][CH2:8][CH2:9][CH2:10][O:11][C:12]1[C:13]([CH2:28][CH2:29][CH3:30])=[C:14]([NH:18][C:19](=[O:27])[CH2:20][C:21]([CH3:26])([CH3:25])[C:22]([OH:24])=[O:23])[CH:15]=[CH:16][CH:17]=1)[CH3:4].O. The catalyst is C1COCC1. The product is [CH2:3]([C:5]1[CH:34]=[C:33]([C:35]2[CH:36]=[CH:37][C:38]([F:41])=[CH:39][CH:40]=2)[C:32]([OH:42])=[CH:31][C:6]=1[O:7][CH2:8][CH2:9][CH2:10][O:11][C:12]1[C:13]([CH2:28][CH2:29][CH3:30])=[C:14]([NH:18][C:19](=[O:27])[CH2:20][C:21]([CH3:26])([CH3:25])[C:22]([O-:24])=[O:23])[CH:15]=[CH:16][CH:17]=1)[CH3:4].[Na+:2]. The yield is 0.990.